From a dataset of Forward reaction prediction with 1.9M reactions from USPTO patents (1976-2016). Predict the product of the given reaction. Given the reactants Cl[C:2]1[N:7]=[C:6]([NH:8][C@@H:9]2[CH2:17][C@H:16]3[N:12]([CH2:13][CH2:14][CH2:15]3)[C:11]([CH3:19])([CH3:18])[CH2:10]2)[C:5]([F:20])=[CH:4][N:3]=1.[NH2:21][C:22]1[CH:23]=[CH:24][C:25]([N:30]2[CH2:35][CH2:34][N:33]([CH:36]([CH3:38])[CH3:37])[CH2:32][CH2:31]2)=[C:26]([CH:29]=1)[C:27]#[N:28].C[CH:40]([OH:42])C, predict the reaction product. The product is: [NH3:3].[CH3:40][OH:42].[CH3:18][C:11]1([CH3:19])[CH2:10][C@H:9]([NH:8][C:6]2[C:5]([F:20])=[CH:4][N:3]=[C:2]([NH:21][C:22]3[CH:23]=[CH:24][C:25]([N:30]4[CH2:35][CH2:34][N:33]([CH:36]([CH3:38])[CH3:37])[CH2:32][CH2:31]4)=[C:26]([CH:29]=3)[C:27]#[N:28])[N:7]=2)[CH2:17][C@H:16]2[N:12]1[CH2:13][CH2:14][CH2:15]2.